This data is from Peptide-MHC class II binding affinity with 134,281 pairs from IEDB. The task is: Regression. Given a peptide amino acid sequence and an MHC pseudo amino acid sequence, predict their binding affinity value. This is MHC class II binding data. (1) The MHC is DRB4_0101 with pseudo-sequence DRB4_0103. The peptide sequence is MDVNPTLLFLKVPAQ. The binding affinity (normalized) is 0.306. (2) The peptide sequence is EKKYFAATQFEPLSA. The MHC is HLA-DQA10101-DQB10501 with pseudo-sequence HLA-DQA10101-DQB10501. The binding affinity (normalized) is 0.347.